Dataset: Forward reaction prediction with 1.9M reactions from USPTO patents (1976-2016). Task: Predict the product of the given reaction. (1) Given the reactants C[O:2][C:3]([C:5]1[C:13]2[S:12][C:11]([NH:14][C:15]([NH:17][CH2:18][CH3:19])=[O:16])=[N:10][C:9]=2[CH:8]=[C:7]([C:20]2[CH:21]=[N:22][CH:23]=[CH:24][CH:25]=2)[CH:6]=1)=O.O.[NH2:27][NH2:28], predict the reaction product. The product is: [CH2:18]([NH:17][C:15]([NH:14][C:11]1[S:12][C:13]2[C:5]([C:3]([NH:27][NH2:28])=[O:2])=[CH:6][C:7]([C:20]3[CH:21]=[N:22][CH:23]=[CH:24][CH:25]=3)=[CH:8][C:9]=2[N:10]=1)=[O:16])[CH3:19]. (2) Given the reactants [Cl:1][C:2]1[O:12][C:5]2=[C:6]([NH2:11])[N:7]=[CH:8][C:9](I)=[C:4]2[C:3]=1[Cl:13].[Si:14]([O:21][C@H:22]1[CH2:27][CH2:26][C@H:25]([N:28]2[CH:32]=[C:31](B(O)O)[CH:30]=[N:29]2)[CH2:24][CH2:23]1)([C:17]([CH3:20])([CH3:19])[CH3:18])([CH3:16])[CH3:15].C(=O)([O-])[O-].[K+].[K+], predict the reaction product. The product is: [Si:14]([O:21][C@H:22]1[CH2:27][CH2:26][C@H:25]([N:28]2[CH:32]=[C:31]([C:9]3[CH:8]=[N:7][C:6]([NH2:11])=[C:5]4[O:12][C:2]([Cl:1])=[C:3]([Cl:13])[C:4]=34)[CH:30]=[N:29]2)[CH2:24][CH2:23]1)([C:17]([CH3:20])([CH3:18])[CH3:19])([CH3:16])[CH3:15]. (3) Given the reactants COC1C=CC(C[O:8][C:9]2[N:14]=[C:13]([CH3:15])[N:12]=[C:11]([C:16]#[N:17])[CH:10]=2)=CC=1.C(O)(C(F)(F)F)=O, predict the reaction product. The product is: [OH:8][C:9]1[N:14]=[C:13]([CH3:15])[N:12]=[C:11]([C:16]#[N:17])[CH:10]=1. (4) Given the reactants [H-].[Na+].[CH3:3][O:4][CH2:5][CH2:6][O:7][C:8]1[CH:13]=[CH:12][C:11]([N+:14]([O-:16])=[O:15])=[CH:10][C:9]=1[NH:17][C:18](=[O:24])[O:19][C:20]([CH3:23])([CH3:22])[CH3:21].[CH3:25]I, predict the reaction product. The product is: [CH3:3][O:4][CH2:5][CH2:6][O:7][C:8]1[CH:13]=[CH:12][C:11]([N+:14]([O-:16])=[O:15])=[CH:10][C:9]=1[N:17]([CH3:25])[C:18](=[O:24])[O:19][C:20]([CH3:21])([CH3:23])[CH3:22]. (5) Given the reactants C(O[C:4]([C:6]1[N:7]([CH2:16][C:17]([F:20])([F:19])[F:18])[C:8]2[C:13]([CH:14]=1)=[CH:12][C:11]([OH:15])=[CH:10][CH:9]=2)=[O:5])C.F[B-](F)(F)F.N1(OC(N(C)C)=[N+](C)C)C2C=CC=CC=2N=N1.[NH:43]1[CH2:48][CH2:47][O:46][CH2:45][CH2:44]1.C(N(C(C)C)C(C)C)C, predict the reaction product. The product is: [OH:15][C:11]1[CH:12]=[C:13]2[C:8](=[CH:9][CH:10]=1)[N:7]([CH2:16][C:17]([F:18])([F:19])[F:20])[C:6]([C:4]([N:43]1[CH2:48][CH2:47][O:46][CH2:45][CH2:44]1)=[O:5])=[CH:14]2. (6) Given the reactants [C:1]([O:6][C:7]1[CH:12]=[CH:11][C:10]([P:13]([O:24][CH2:25][CH3:26])([CH2:15][P:16]([O:21][CH2:22][CH3:23])([O:18][CH2:19][CH3:20])=[O:17])=[O:14])=[CH:9][C:8]=1[C:27]([CH3:33])([CH3:32])[CH2:28][C:29](O)=[O:30])(=[O:5])[CH2:2][CH2:3][CH3:4].[CH3:34][CH:35]1[NH:40][CH2:39][CH2:38][N:37]([C:41]2[C:46]([O:47][CH3:48])=[C:45]3[N:49]([CH:57]4[CH2:59][CH2:58]4)[CH:50]=[C:51]([C:54]([OH:56])=[O:55])[C:52](=[O:53])[C:44]3=[CH:43][C:42]=2[F:60])[CH2:36]1.C(N(C(C)C)CC)(C)C.CN(C(ON1N=NC2C=CC=CC1=2)=[N+](C)C)C.F[P-](F)(F)(F)(F)F, predict the reaction product. The product is: [C:1]([O:6][C:7]1[CH:12]=[CH:11][C:10]([P:13]([O:24][CH2:25][CH3:26])([CH2:15][P:16]([O:18][CH2:19][CH3:20])([O:21][CH2:22][CH3:23])=[O:17])=[O:14])=[CH:9][C:8]=1[C:27]([CH3:32])([CH3:33])[CH2:28][C:29]([N:40]1[CH2:39][CH2:38][N:37]([C:41]2[C:46]([O:47][CH3:48])=[C:45]3[C:44]([C:52](=[O:53])[C:51]([C:54]([OH:56])=[O:55])=[CH:50][N:49]3[CH:57]3[CH2:58][CH2:59]3)=[CH:43][C:42]=2[F:60])[CH2:36][CH:35]1[CH3:34])=[O:30])(=[O:5])[CH2:2][CH2:3][CH3:4]. (7) The product is: [OH:39][CH2:38][CH2:40][NH:41][CH:2]1[C:10]2[C:5](=[C:6]([C:11]3[O:15][C:14]([C:16]4[CH:17]=[CH:18][C:19]([O:24][CH:25]([CH3:27])[CH3:26])=[C:20]([CH:23]=4)[C:21]#[N:22])=[N:13][CH:12]=3)[CH:7]=[CH:8][CH:9]=2)[CH2:4][CH2:3]1. Given the reactants O[CH:2]1[C:10]2[C:5](=[C:6]([C:11]3[O:15][C:14]([C:16]4[CH:17]=[CH:18][C:19]([O:24][CH:25]([CH3:27])[CH3:26])=[C:20]([CH:23]=4)[C:21]#[N:22])=[N:13][CH:12]=3)[CH:7]=[CH:8][CH:9]=2)[CH2:4][CH2:3]1.S(Cl)(Cl)=O.C(NCC)(C)C.[CH2:38]([CH2:40][NH2:41])[OH:39], predict the reaction product. (8) The product is: [CH:17]1([CH2:20][N:14]2[CH2:15][CH:9]([C:3]3[CH:4]=[CH:5][CH:6]=[CH:7][CH:8]=3)[CH2:10][CH2:11][CH2:12][C:13]2=[O:16])[CH2:19][CH2:18]1. Given the reactants [H-].[Na+].[C:3]1([CH:9]2[CH2:15][NH:14][C:13](=[O:16])[CH2:12][CH2:11][CH2:10]2)[CH:8]=[CH:7][CH:6]=[CH:5][CH:4]=1.[CH:17]1([CH2:20]Br)[CH2:19][CH2:18]1, predict the reaction product. (9) Given the reactants [OH:1][C:2]1[CH:3]=[C:4]([CH:7]=[CH:8][CH:9]=1)[CH2:5][OH:6].Cl[C:11]1[CH:16]=[CH:15][C:14]([C:17]([F:20])([F:19])[F:18])=[CH:13][N:12]=1.C(=O)([O-])[O-].[K+].[K+], predict the reaction product. The product is: [F:18][C:17]([F:20])([F:19])[C:14]1[CH:15]=[CH:16][C:11]([O:1][C:2]2[CH:3]=[C:4]([CH2:5][OH:6])[CH:7]=[CH:8][CH:9]=2)=[N:12][CH:13]=1.